This data is from Forward reaction prediction with 1.9M reactions from USPTO patents (1976-2016). The task is: Predict the product of the given reaction. The product is: [CH:5]([C:4]1[CH:3]=[C:2]([CH:9]=[CH:8][CH:7]=1)[O:1][CH2:11][C:12]([O:14][CH2:15][CH3:16])=[O:13])=[O:6]. Given the reactants [OH:1][C:2]1[CH:3]=[C:4]([CH:7]=[CH:8][CH:9]=1)[CH:5]=[O:6].Br[CH2:11][C:12]([O:14][CH2:15][CH3:16])=[O:13].C([O-])([O-])=O.[K+].[K+].O, predict the reaction product.